This data is from Reaction yield outcomes from USPTO patents with 853,638 reactions. The task is: Predict the reaction yield, written as a fraction of the theoretical maximum amount of product (1.0 means a 100% yield; for example, 0.34 means a 34% yield). (1) The reactants are [NH2:1][C:2]1[C:3]([N:15]2[CH2:20][CH2:19][CH:18]([C:21]([O:23][CH3:24])=[O:22])[CH2:17][CH2:16]2)=[N:4][CH:5]=[C:6]([C:8]2[O:9][C:10]([CH2:13][CH3:14])=[CH:11][N:12]=2)[CH:7]=1.CCN(C(C)C)C(C)C.[C:34](Cl)(=[O:36])[CH3:35]. The catalyst is C(Cl)Cl. The product is [C:34]([NH:1][C:2]1[C:3]([N:15]2[CH2:16][CH2:17][CH:18]([C:21]([O:23][CH3:24])=[O:22])[CH2:19][CH2:20]2)=[N:4][CH:5]=[C:6]([C:8]2[O:9][C:10]([CH2:13][CH3:14])=[CH:11][N:12]=2)[CH:7]=1)(=[O:36])[CH3:35]. The yield is 0.500. (2) The reactants are OC[C:3]([CH3:19])(C)[CH2:4][CH2:5][CH2:6][C:7](=[O:17])[CH2:8][CH2:9][CH2:10][CH2:11][C:12]([CH3:16])([CH3:15])[CH2:13][OH:14].[O:20]1[CH2:25][CH2:24][CH2:23]CC1.[H-].[Na+].[CH3:28]O. The catalyst is [I-].C([N+](CCCC)(CCCC)CCCC)CCC.CS(C)=O.Cl. The product is [OH:14][CH2:13][C:12]([CH3:15])([CH3:16])[CH2:11][CH2:10][CH2:9][CH2:8][C:7](=[O:17])[CH2:6][CH2:5][CH2:4][CH2:3][CH2:19][C:24]([CH3:28])([CH3:23])[CH2:25][OH:20]. The yield is 0.480. (3) The reactants are Cl.[Cl:2][C:3]1[C:4]([F:29])=[C:5]([CH:26]=[CH:27][CH:28]=1)[NH:6][C:7]1[C:16]2[C:11](=[CH:12][C:13]([O:24][CH3:25])=[C:14]([O:17][CH2:18][C@H:19]3[CH2:23][CH2:22][CH2:21][NH:20]3)[CH:15]=2)[N:10]=[CH:9][N:8]=1.[C:30](OC(=O)C)(=[O:32])[CH3:31]. No catalyst specified. The product is [C:30]([N:20]1[CH2:21][CH2:22][CH2:23][C@@H:19]1[CH2:18][O:17][C:14]1[CH:15]=[C:16]2[C:11](=[CH:12][C:13]=1[O:24][CH3:25])[N:10]=[CH:9][N:8]=[C:7]2[NH:6][C:5]1[CH:26]=[CH:27][CH:28]=[C:3]([Cl:2])[C:4]=1[F:29])(=[O:32])[CH3:31]. The yield is 0.660. (4) The reactants are Br[C:2]1[N:7]=[CH:6][C:5]([CH:8]=[O:9])=[CH:4][CH:3]=1.C(=O)([O-])[O-].[Na+].[Na+].[F:16][C:17]([F:28])([F:27])[C:18]1[CH:19]=[C:20](B(O)O)[CH:21]=[CH:22][CH:23]=1. The catalyst is COCCOC.C1C=CC([P]([Pd]([P](C2C=CC=CC=2)(C2C=CC=CC=2)C2C=CC=CC=2)([P](C2C=CC=CC=2)(C2C=CC=CC=2)C2C=CC=CC=2)[P](C2C=CC=CC=2)(C2C=CC=CC=2)C2C=CC=CC=2)(C2C=CC=CC=2)C2C=CC=CC=2)=CC=1. The product is [F:16][C:17]([F:28])([F:27])[C:18]1[CH:23]=[C:22]([C:2]2[N:7]=[CH:6][C:5]([CH:8]=[O:9])=[CH:4][CH:3]=2)[CH:21]=[CH:20][CH:19]=1. The yield is 0.360. (5) The reactants are [C:1]([O:5][C:6](=[O:27])[C@@H:7]([N:10]([CH2:19][C:20]([O:22][C:23]([CH3:26])([CH3:25])[CH3:24])=[O:21])[CH2:11][C:12]([O:14][C:15]([CH3:18])([CH3:17])[CH3:16])=[O:13])[CH2:8][OH:9])([CH3:4])([CH3:3])[CH3:2].C(N(C(C)C)CC)(C)C.[C:37](O[C:37](=[O:42])[CH2:38][CH2:39][CH:40]=[CH2:41])(=[O:42])[CH2:38][CH2:39][CH:40]=[CH2:41]. The catalyst is C(#N)C. The product is [C:1]([O:5][C:6](=[O:27])[C@@H:7]([N:10]([CH2:19][C:20]([O:22][C:23]([CH3:26])([CH3:25])[CH3:24])=[O:21])[CH2:11][C:12]([O:14][C:15]([CH3:18])([CH3:16])[CH3:17])=[O:13])[CH2:8][O:9][C:37](=[O:42])[CH2:38][CH2:39][CH:40]=[CH2:41])([CH3:2])([CH3:3])[CH3:4]. The yield is 0.960.